The task is: Regression. Given two drug SMILES strings and cell line genomic features, predict the synergy score measuring deviation from expected non-interaction effect.. This data is from NCI-60 drug combinations with 297,098 pairs across 59 cell lines. (1) Drug 1: C1CN1C2=NC(=NC(=N2)N3CC3)N4CC4. Drug 2: CC1=CC2C(CCC3(C2CCC3(C(=O)C)OC(=O)C)C)C4(C1=CC(=O)CC4)C. Cell line: HS 578T. Synergy scores: CSS=9.16, Synergy_ZIP=-1.26, Synergy_Bliss=-1.74, Synergy_Loewe=-11.2, Synergy_HSA=-5.35. (2) Drug 1: C1CCC(CC1)NC(=O)N(CCCl)N=O. Cell line: T-47D. Synergy scores: CSS=27.9, Synergy_ZIP=-2.94, Synergy_Bliss=-2.37, Synergy_Loewe=-18.5, Synergy_HSA=-0.882. Drug 2: CCC1=C2CN3C(=CC4=C(C3=O)COC(=O)C4(CC)O)C2=NC5=C1C=C(C=C5)O. (3) Drug 1: CC1CCC2CC(C(=CC=CC=CC(CC(C(=O)C(C(C(=CC(C(=O)CC(OC(=O)C3CCCCN3C(=O)C(=O)C1(O2)O)C(C)CC4CCC(C(C4)OC)O)C)C)O)OC)C)C)C)OC. Drug 2: CCC1=C2CN3C(=CC4=C(C3=O)COC(=O)C4(CC)O)C2=NC5=C1C=C(C=C5)O. Cell line: LOX IMVI. Synergy scores: CSS=23.9, Synergy_ZIP=1.83, Synergy_Bliss=-3.47, Synergy_Loewe=-14.4, Synergy_HSA=-1.54.